From a dataset of NCI-60 drug combinations with 297,098 pairs across 59 cell lines. Regression. Given two drug SMILES strings and cell line genomic features, predict the synergy score measuring deviation from expected non-interaction effect. (1) Drug 1: C1CC(=O)NC(=O)C1N2CC3=C(C2=O)C=CC=C3N. Drug 2: CCCCC(=O)OCC(=O)C1(CC(C2=C(C1)C(=C3C(=C2O)C(=O)C4=C(C3=O)C=CC=C4OC)O)OC5CC(C(C(O5)C)O)NC(=O)C(F)(F)F)O. Cell line: NCIH23. Synergy scores: CSS=1.58, Synergy_ZIP=-2.33, Synergy_Bliss=-7.59, Synergy_Loewe=-4.34, Synergy_HSA=-5.35. (2) Drug 1: C1=C(C(=O)NC(=O)N1)F. Drug 2: CCC1(CC2CC(C3=C(CCN(C2)C1)C4=CC=CC=C4N3)(C5=C(C=C6C(=C5)C78CCN9C7C(C=CC9)(C(C(C8N6C)(C(=O)OC)O)OC(=O)C)CC)OC)C(=O)OC)O.OS(=O)(=O)O. Cell line: SNB-75. Synergy scores: CSS=40.6, Synergy_ZIP=-3.30, Synergy_Bliss=1.73, Synergy_Loewe=4.68, Synergy_HSA=5.18.